From a dataset of Forward reaction prediction with 1.9M reactions from USPTO patents (1976-2016). Predict the product of the given reaction. (1) Given the reactants [C:1]([NH:4][N:5]=[C:6]([C:15]#[N:16])[C:7]1[CH:12]=[CH:11][C:10]([Cl:13])=[C:9]([Cl:14])[CH:8]=1)(=[NH:3])[NH2:2].C([OH:20])CC, predict the reaction product. The product is: [NH2:3][C:1]1[N:4]=[N:5][C:6]([C:7]2[CH:12]=[CH:11][C:10]([Cl:13])=[C:9]([Cl:14])[CH:8]=2)=[C:15]([NH2:16])[N:2]=1.[Cl:14][C:9]1[CH:8]=[C:7]([CH:12]=[CH:11][C:10]=1[Cl:13])[C:6]([C:15]#[N:16])=[O:20]. (2) Given the reactants CC1OC(CC2CCC(C3SC(C4C=CC(N)=CC=4)=CN=3)CC2)=NN=1.[CH3:26][C:27]1[S:28][C:29]([CH2:32][CH:33]2[CH2:38][CH2:37][CH:36]([C:39]3[S:40][C:41]([C:44]4[CH:49]=[CH:48][C:47]([N+:50]([O-])=O)=[CH:46][CH:45]=4)=[CH:42][N:43]=3)[CH2:35][CH2:34]2)=[N:30][N:31]=1, predict the reaction product. The product is: [CH3:26][C:27]1[S:28][C:29]([CH2:32][CH:33]2[CH2:38][CH2:37][CH:36]([C:39]3[S:40][C:41]([C:44]4[CH:45]=[CH:46][C:47]([NH2:50])=[CH:48][CH:49]=4)=[CH:42][N:43]=3)[CH2:35][CH2:34]2)=[N:30][N:31]=1.